Task: Predict the reaction yield, written as a fraction of the theoretical maximum amount of product (1.0 means a 100% yield; for example, 0.34 means a 34% yield).. Dataset: Reaction yield outcomes from USPTO patents with 853,638 reactions (1) The catalyst is C(Cl)Cl. The product is [Br:1][C:2]1[CH:10]=[CH:9][C:8]([Br:11])=[CH:7][C:3]=1[C:4]([NH:28][NH:27][C:25](=[O:26])[C:24]1[CH:29]=[CH:30][C:21]([O:20][CH2:12][CH2:13][CH2:14][CH2:15][CH2:16][CH2:17][CH2:18][CH3:19])=[CH:22][CH:23]=1)=[O:5]. The reactants are [Br:1][C:2]1[CH:10]=[CH:9][C:8]([Br:11])=[CH:7][C:3]=1[C:4](Cl)=[O:5].[CH2:12]([O:20][C:21]1[CH:30]=[CH:29][C:24]([C:25]([NH:27][NH2:28])=[O:26])=[CH:23][CH:22]=1)[CH2:13][CH2:14][CH2:15][CH2:16][CH2:17][CH2:18][CH3:19].C(N(CC)CC)C. The yield is 0.780. (2) The reactants are [Br:1][C:2]1[CH:3]=[C:4]([CH:10]=O)[S:5][C:6]=1[N+:7]([O-:9])=[O:8].C(O)C.N1C=CC=CC=1.Cl.[NH2:22][OH:23]. The catalyst is CCCCCCC.CCOC(C)=O. The product is [Br:1][C:2]1[CH:3]=[C:4]([CH:10]=[N:22][OH:23])[S:5][C:6]=1[N+:7]([O-:9])=[O:8]. The yield is 0.970. (3) The reactants are C(OC([N:8]([CH2:18][C@H:19]1[CH2:28][CH2:27][C:26]2[C:21](=[CH:22][CH:23]=[C:24]([S:29][C:30]3[CH:31]=[C:32]([CH:36]=[CH:37][CH:38]=3)[C:33]([OH:35])=[O:34])[CH:25]=2)[O:20]1)[CH2:9][C@H:10]([OH:17])[C:11]1[CH:12]=[N:13][CH:14]=[CH:15][CH:16]=1)=O)(C)(C)C.Cl.C(O)(C(F)(F)F)=O. The catalyst is O1CCOCC1. The product is [OH:17][C@H:10]([C:11]1[CH:12]=[N:13][CH:14]=[CH:15][CH:16]=1)[CH2:9][NH:8][CH2:18][C@H:19]1[CH2:28][CH2:27][C:26]2[C:21](=[CH:22][CH:23]=[C:24]([S:29][C:30]3[CH:31]=[C:32]([CH:36]=[CH:37][CH:38]=3)[C:33]([OH:35])=[O:34])[CH:25]=2)[O:20]1. The yield is 0.0500. (4) The reactants are [Cl:1][S:2]([OH:5])(=O)=[O:3].[Br:6][C:7]1[CH:8]=[CH:9][C:10]([NH2:13])=[N:11][CH:12]=1. No catalyst specified. The product is [NH2:13][C:10]1[C:9]([S:2]([Cl:1])(=[O:5])=[O:3])=[CH:8][C:7]([Br:6])=[CH:12][N:11]=1. The yield is 0.770. (5) The reactants are Br[C:2]1[CH:3]=[CH:4][C:5]2[C:6]3[CH2:22][N:21]([C:23]([O:25][C:26]([CH3:29])([CH3:28])[CH3:27])=[O:24])[CH2:20][CH2:19][C:7]=3[N:8]([CH2:11][O:12][CH2:13][CH2:14][Si](C)(C)C)[C:9]=2[CH:10]=1.[CH2:30]([O:37][C:38]1[CH:43]=[CH:42][NH:41][C:40](=[O:44])[CH:39]=1)[C:31]1[CH:36]=[CH:35][CH:34]=[CH:33][CH:32]=1.C([O-])([O-])=O.[K+].[K+]. The catalyst is [Cu]I.CS(C)=O. The product is [CH2:30]([O:37][C:38]1[CH:43]=[CH:42][N:41]([C:2]2[CH:3]=[CH:4][C:5]3[C:6]4[CH2:22][N:21]([C:23]([O:25][C:26]([CH3:29])([CH3:28])[CH3:27])=[O:24])[CH2:20][CH2:19][C:7]=4[N:8]([CH2:11][O:12][CH2:13][CH3:14])[C:9]=3[CH:10]=2)[C:40](=[O:44])[CH:39]=1)[C:31]1[CH:32]=[CH:33][CH:34]=[CH:35][CH:36]=1. The yield is 0.130. (6) The reactants are Br[C:2]1[C:10]2[C:6](=[N:7][O:8][N:9]=2)[CH:5]=[C:4]([Br:11])[CH:3]=1.[NH:12]1[CH2:16][CH2:15][CH2:14][CH2:13]1.CCN(C(C)C)C(C)C. The catalyst is CN1C(=O)CCC1.O. The product is [Br:11][C:4]1[CH:3]=[C:2]([N:12]2[CH2:16][CH2:15][CH2:14][CH2:13]2)[C:10]2[C:6]([CH:5]=1)=[N:7][O:8][N:9]=2. The yield is 0.750. (7) The reactants are [CH2:1]([C:9]1[CH:14]=[CH:13][C:12]([N:15]2[CH2:19][CH2:18][N:17]([CH2:20][CH2:21][C:22]([O:24]CC)=[O:23])[C:16]2=[O:27])=[CH:11][CH:10]=1)[CH2:2][CH2:3][CH2:4][CH2:5][CH2:6][CH2:7][CH3:8].C(C1C=CC(NC(=O)NCCC(OCC)=O)=CC=1)CCCCCCC. No catalyst specified. The product is [CH2:1]([C:9]1[CH:14]=[CH:13][C:12]([N:15]2[CH2:19][CH2:18][N:17]([CH2:20][CH2:21][C:22]([OH:24])=[O:23])[C:16]2=[O:27])=[CH:11][CH:10]=1)[CH2:2][CH2:3][CH2:4][CH2:5][CH2:6][CH2:7][CH3:8]. The yield is 0.330.